From a dataset of Reaction yield outcomes from USPTO patents with 853,638 reactions. Predict the reaction yield, written as a fraction of the theoretical maximum amount of product (1.0 means a 100% yield; for example, 0.34 means a 34% yield). (1) The reactants are [Cl:1][C:2]1[CH:7]=[C:6]([Cl:8])[CH:5]=[CH:4][C:3]=1[CH2:9][NH:10][C:11]([CH:13]1[CH2:17][NH:16][C:15](=[O:18])[N:14]1[CH3:19])=[O:12].I[C:21]1[N:25]([CH3:26])[N:24]=[CH:23][CH:22]=1.P([O-])([O-])([O-])=O.[K+].[K+].[K+].CN(C)[C@@H]1CCCC[C@H]1N.N. The catalyst is O1CCOCC1.[Cu]I.O.C(OCC)(=O)C. The product is [Cl:1][C:2]1[CH:7]=[C:6]([Cl:8])[CH:5]=[CH:4][C:3]=1[CH2:9][NH:10][C:11]([CH:13]1[CH2:17][N:16]([C:21]2[N:25]([CH3:26])[N:24]=[CH:23][CH:22]=2)[C:15](=[O:18])[N:14]1[CH3:19])=[O:12]. The yield is 0.160. (2) The reactants are O.[NH2:2][NH2:3].Br[CH2:5][CH2:6][O:7][C:8]([CH3:11])([CH3:10])[CH3:9]. The catalyst is C(O)C. The product is [C:8]([O:7][CH2:6][CH2:5][NH:2][NH2:3])([CH3:11])([CH3:10])[CH3:9]. The yield is 0.610. (3) The reactants are [CH3:1][C:2]1[N:7]=[CH:6][C:5]([N:8]2[CH:12]=[C:11]([C:13]3[S:14][CH:15]=[CH:16][N:17]=3)[N:10]=[C:9]2[C:18]2[CH:23]=[CH:22][C:21]([NH:24][C:25]3[C:30]([N+:31]([O-])=O)=[CH:29][CH:28]=[CH:27][N:26]=3)=[CH:20][CH:19]=2)=[CH:4][CH:3]=1.[H][H]. The catalyst is [Pd]. The product is [CH3:1][C:2]1[N:7]=[CH:6][C:5]([N:8]2[CH:12]=[C:11]([C:13]3[S:14][CH:15]=[CH:16][N:17]=3)[N:10]=[C:9]2[C:18]2[CH:19]=[CH:20][C:21]([NH:24][C:25]3[C:30]([NH2:31])=[CH:29][CH:28]=[CH:27][N:26]=3)=[CH:22][CH:23]=2)=[CH:4][CH:3]=1. The yield is 1.00. (4) The reactants are [C:1]([NH:9][C:10](=[CH:15][C:16]1[CH:21]=[CH:20][CH:19]=[C:18]([C:22]#[N:23])[CH:17]=1)[C:11]([O:13][CH3:14])=[O:12])(=[O:8])[C:2]1[CH:7]=[CH:6][CH:5]=[CH:4][CH:3]=1. The catalyst is O1CCCC1.[Pd]. The product is [C:1]([NH:9][CH:10]([CH2:15][C:16]1[CH:21]=[CH:20][CH:19]=[C:18]([C:22]#[N:23])[CH:17]=1)[C:11]([O:13][CH3:14])=[O:12])(=[O:8])[C:2]1[CH:7]=[CH:6][CH:5]=[CH:4][CH:3]=1. The yield is 0.900. (5) The catalyst is CO. The yield is 0.620. The reactants are [CH2:1]([C:3]1[N:19]([C@@H:20]2[C:28]3[C:23](=[CH:24][C:25]([C:29]4[CH:34]=[CH:33][CH:32]=[CH:31][C:30]=4[C:35]4[N:39](C(C5C=CC=CC=5)(C5C=CC=CC=5)C5C=CC=CC=5)[N:38]=[N:37][N:36]=4)=[CH:26][CH:27]=3)[CH2:22][CH2:21]2)[C:6]2=[N:7][C:8]([CH2:12][CH:13]([OH:18])[CH2:14][CH:15]([CH3:17])[CH3:16])=[CH:9][C:10]([CH3:11])=[C:5]2[N:4]=1)[CH3:2]. The product is [NH:39]1[C:35]([C:30]2[CH:31]=[CH:32][CH:33]=[CH:34][C:29]=2[C:25]2[CH:24]=[C:23]3[C:28](=[CH:27][CH:26]=2)[C@@H:20]([N:19]2[C:6]4=[N:7][C:8]([CH2:12][CH:13]([OH:18])[CH2:14][CH:15]([CH3:17])[CH3:16])=[CH:9][C:10]([CH3:11])=[C:5]4[N:4]=[C:3]2[CH2:1][CH3:2])[CH2:21][CH2:22]3)=[N:36][N:37]=[N:38]1. (6) The reactants are [CH2:1]([O:8][C:9]1[CH:14]=[CH:13][C:12]([C@H:15]2[CH2:17][C@@H:16]2[N+:18]([O-])=O)=[CH:11][CH:10]=1)[C:2]1[CH:7]=[CH:6][CH:5]=[CH:4][CH:3]=1.Cl. The catalyst is CC(O)C.[Zn]. The product is [CH2:1]([O:8][C:9]1[CH:10]=[CH:11][C:12]([C@@H:15]2[CH2:17][C@H:16]2[NH2:18])=[CH:13][CH:14]=1)[C:2]1[CH:3]=[CH:4][CH:5]=[CH:6][CH:7]=1. The yield is 0.700. (7) The reactants are C([O:8][C:9]1[CH:14]=[C:13]([O:15][CH2:16][O:17][CH3:18])[CH:12]=[CH:11][C:10]=1/[CH:19]=[CH:20]/[C:21]([O:23][CH2:24][CH3:25])=[O:22])C1C=CC=CC=1. The catalyst is O1CCCC1CCO.[C].[Pd]. The product is [OH:8][C:9]1[CH:14]=[C:13]([O:15][CH2:16][O:17][CH3:18])[CH:12]=[CH:11][C:10]=1[CH2:19][CH2:20][C:21]([O:23][CH2:24][CH3:25])=[O:22]. The yield is 0.950. (8) The reactants are [F:1][C:2]([F:8])([F:7])[C:3](OC)=[O:4].C(N(CC)CC)C.[NH2:16][CH2:17][C:18]([OH:20])=[O:19].Cl. The catalyst is CO.C(OCC)(=O)C. The product is [F:8][C:2]([F:1])([F:7])[C:3]([NH:16][CH2:17][C:18]([OH:20])=[O:19])=[O:4]. The yield is 0.870. (9) The reactants are [CH:1]1[C:13]2[CH:12]([CH2:14][O:15][C:16](=[O:22])[NH:17][CH2:18][N:19]=[C:20]=[O:21])[C:11]3[C:6](=[CH:7][CH:8]=[CH:9][CH:10]=3)[C:5]=2[CH:4]=[CH:3][CH:2]=1.[N+:23](=[C:25]1[N:29]=[CH:28][N:27]=[C:26]1[C:30]([NH2:32])=[O:31])=[N-:24]. The catalyst is CS(C)=O. The product is [CH:10]1[C:11]2[CH:12]([CH2:14][O:15][C:16](=[O:22])[NH:17][CH2:18][N:19]3[C:20](=[O:21])[N:29]4[CH:28]=[N:27][C:26]([C:30](=[O:31])[NH2:32])=[C:25]4[N:23]=[N:24]3)[C:13]3[C:5](=[CH:4][CH:3]=[CH:2][CH:1]=3)[C:6]=2[CH:7]=[CH:8][CH:9]=1. The yield is 0.339.